Dataset: Catalyst prediction with 721,799 reactions and 888 catalyst types from USPTO. Task: Predict which catalyst facilitates the given reaction. (1) Reactant: [F:1][C:2]1[CH:7]=[C:6]([F:8])[C:5]([NH:9][C:10](=[O:14])[CH:11]([CH3:13])[CH3:12])=[CH:4][C:3]=1[C:15]1[CH2:16][CH2:17][N:18]([C:21]([O:23][C:24]([CH3:27])([CH3:26])[CH3:25])=[O:22])[CH2:19][CH:20]=1. Product: [F:1][C:2]1[CH:7]=[C:6]([F:8])[C:5]([NH:9][C:10](=[O:14])[CH:11]([CH3:13])[CH3:12])=[CH:4][C:3]=1[CH:15]1[CH2:16][CH2:17][N:18]([C:21]([O:23][C:24]([CH3:26])([CH3:25])[CH3:27])=[O:22])[CH2:19][CH2:20]1. The catalyst class is: 582. (2) Reactant: [F:1][C:2]([F:20])([F:19])[CH2:3][N:4]1[C:9](=[O:10])[CH2:8][NH:7][C:6]([C:11]2[CH:16]=[C:15]([Cl:17])[CH:14]=[C:13]([Cl:18])[CH:12]=2)=[N:5]1.C(N(CC)CC)C.[CH3:28][O:29][C:30]([S:32]Cl)=[O:31]. Product: [F:20][C:2]([F:1])([F:19])[CH2:3][N:4]1[C:9](=[O:10])[CH2:8][N:7]([S:32][C:30]([O:29][CH3:28])=[O:31])[C:6]([C:11]2[CH:12]=[C:13]([Cl:18])[CH:14]=[C:15]([Cl:17])[CH:16]=2)=[N:5]1. The catalyst class is: 7. (3) Reactant: [O:1]=[CH:2][CH:3]=[C:4]1[O:10][CH:9]2[N:6]([C:7](=[O:11])[CH2:8]2)[CH:5]1[C:12]([O:14][CH2:15]C1C=CC=CC=1)=[O:13]. Product: [O:1]=[CH:2][CH:3]=[C:4]1[O:10][CH:9]2[N:6]([C:7](=[O:11])[CH2:8]2)[CH:5]1[C:12]([O:14][CH3:15])=[O:13]. The catalyst class is: 22. (4) Product: [CH3:1][S:2]([OH:5])(=[O:4])=[O:3].[CH3:1][S:2]([OH:5])(=[O:4])=[O:3].[CH:6]1([NH:9][C:10](=[O:38])[C:11]2[CH:16]=[CH:15][C:14]([CH3:17])=[C:13]([N:18]3[C:27](=[O:28])[C:26]4[C:21](=[CH:22][CH:23]=[C:24]([O:29][CH2:30][CH2:31][N:32]5[CH2:33][CH2:34][CH2:35][CH2:36][CH2:37]5)[CH:25]=4)[N:20]=[CH:19]3)[CH:12]=2)[CH2:7][CH2:8]1. Reactant: [CH3:1][S:2]([OH:5])(=[O:4])=[O:3].[CH:6]1([NH:9][C:10](=[O:38])[C:11]2[CH:16]=[CH:15][C:14]([CH3:17])=[C:13]([N:18]3[C:27](=[O:28])[C:26]4[C:21](=[CH:22][CH:23]=[C:24]([O:29][CH2:30][CH2:31][N:32]5[CH2:37][CH2:36][CH2:35][CH2:34][CH2:33]5)[CH:25]=4)[N:20]=[CH:19]3)[CH:12]=2)[CH2:8][CH2:7]1. The catalyst class is: 13. (5) Reactant: [CH3:1][C:2]([S:5]([NH2:7])=[O:6])([CH3:4])[CH3:3].O=[C:9]1[CH2:12][N:11]([C:13]([O:15][C:16]([CH3:19])([CH3:18])[CH3:17])=[O:14])[CH2:10]1.C([O-])(O)=O.[Na+]. Product: [C:2]([S:5]([N:7]=[C:9]1[CH2:10][N:11]([C:13]([O:15][C:16]([CH3:19])([CH3:18])[CH3:17])=[O:14])[CH2:12]1)=[O:6])([CH3:4])([CH3:3])[CH3:1]. The catalyst class is: 279. (6) Reactant: [CH3:1][O:2][CH2:3][CH2:4][O:5][C:6]1[CH:14]=[C:13]2[C:9]([CH:10]=[CH:11][NH:12]2)=[CH:8][CH:7]=1.[CH3:15][C:16]1[C:21](/[CH:22]=[CH:23]/[N+:24]([O-:26])=[O:25])=[CH:20][CH:19]=[CH:18][C:17]=1[NH:27][C:28](=[O:37])[O:29][CH2:30][C:31]1[CH:36]=[CH:35][CH:34]=[CH:33][CH:32]=1. Product: [CH3:1][O:2][CH2:3][CH2:4][O:5][C:6]1[CH:14]=[C:13]2[C:9]([C:10]([CH:22]([C:21]3[C:16]([CH3:15])=[C:17]([NH:27][C:28](=[O:37])[O:29][CH2:30][C:31]4[CH:32]=[CH:33][CH:34]=[CH:35][CH:36]=4)[CH:18]=[CH:19][CH:20]=3)[CH2:23][N+:24]([O-:26])=[O:25])=[CH:11][NH:12]2)=[CH:8][CH:7]=1. The catalyst class is: 1.